This data is from Catalyst prediction with 721,799 reactions and 888 catalyst types from USPTO. The task is: Predict which catalyst facilitates the given reaction. (1) Reactant: Br[C:2]1[CH:3]=[C:4]([CH3:8])[CH:5]=[CH:6][CH:7]=1.[C:9]1([CH3:17])[CH:14]=[CH:13][CH:12]=[C:11]([CH:15]=[O:16])[CH:10]=1.[Li]CCCC. Product: [CH3:17][C:9]1[CH:10]=[C:11]([CH:15]([C:2]2[CH:7]=[CH:6][CH:5]=[C:4]([CH3:8])[CH:3]=2)[OH:16])[CH:12]=[CH:13][CH:14]=1. The catalyst class is: 1. (2) Product: [S:18]1[CH:22]=[CH:21][C:20]([C:2]2[CH:3]=[C:4]([CH:9]=[CH:10][CH:11]=2)[C:5]([O:7][CH3:8])=[O:6])=[CH:19]1. Reactant: Br[C:2]1[CH:3]=[C:4]([CH:9]=[CH:10][CH:11]=1)[C:5]([O:7][CH3:8])=[O:6].C(=O)([O-])[O-].[K+].[K+].[S:18]1[CH:22]=[CH:21][C:20](B(O)O)=[CH:19]1. The catalyst class is: 70. (3) Reactant: [CH3:1][O:2][C:3](=[O:14])[C:4]1[CH:9]=[CH:8][C:7]([Cl:10])=[C:6]([N+:11]([O-])=O)[CH:5]=1.O.O.Cl[Sn]Cl. Product: [CH3:1][O:2][C:3](=[O:14])[C:4]1[CH:9]=[CH:8][C:7]([Cl:10])=[C:6]([NH2:11])[CH:5]=1. The catalyst class is: 8. (4) Reactant: Br[C:2]1[C:7]([CH:8]2[NH:13][C:12](=[O:14])[C:11]([CH3:16])([CH3:15])[CH2:10][CH2:9]2)=[C:6]([F:17])[C:5]([F:18])=[C:4]([F:19])[CH:3]=1. Product: [CH3:15][C:11]1([CH3:16])[CH2:10][CH2:9][CH:8]([C:7]2[CH:2]=[CH:3][C:4]([F:19])=[C:5]([F:18])[C:6]=2[F:17])[NH:13][C:12]1=[O:14]. The catalyst class is: 256.